From a dataset of Forward reaction prediction with 1.9M reactions from USPTO patents (1976-2016). Predict the product of the given reaction. (1) Given the reactants [C:1](#[N:4])[CH2:2]C.C(N(C(C)C)CC)(C)C.[N+:14]([C:17]1[CH:24]=[CH:23][C:20]([CH2:21]O)=[CH:19][CH:18]=1)([O-:16])=[O:15].[I-].C(C[P+](C)(C)C)#N.Cl, predict the reaction product. The product is: [N+:14]([C:17]1[CH:24]=[CH:23][C:20]([CH2:21][CH2:2][C:1]#[N:4])=[CH:19][CH:18]=1)([O-:16])=[O:15]. (2) The product is: [S:4]1[C:5]2[CH:11]=[CH:10][CH:9]=[CH:8][C:6]=2[N:7]=[C:2]([N:1]=[C:14]([N:13]([CH3:17])[CH3:12])[CH3:15])[CH2:3]1. Given the reactants [NH2:1][C:2]1[CH2:3][S:4][C:5]2[CH:11]=[CH:10][CH:9]=[CH:8][C:6]=2[N:7]=1.[CH3:12][N:13]([CH3:17])[C:14](=O)[CH3:15], predict the reaction product. (3) Given the reactants [CH:1]1([O:4][C:5]2[CH:13]=[CH:12][C:8]([C:9]([OH:11])=O)=[CH:7][C:6]=2[N+:14]([O-:16])=[O:15])[CH2:3][CH2:2]1.[F:17][C:18]1[CH:23]=[CH:22][CH:21]=[CH:20][C:19]=1[C:24]1[N:29]=[CH:28][C:27]([NH2:30])=[CH:26][CH:25]=1.C(N(C(C)C)C(C)C)C.C1CN([P+](ON2N=NC3C=CC=CC2=3)(N2CCCC2)N2CCCC2)CC1.F[P-](F)(F)(F)(F)F, predict the reaction product. The product is: [CH:1]1([O:4][C:5]2[CH:13]=[CH:12][C:8]([C:9]([NH:30][C:27]3[CH:28]=[N:29][C:24]([C:19]4[CH:20]=[CH:21][CH:22]=[CH:23][C:18]=4[F:17])=[CH:25][CH:26]=3)=[O:11])=[CH:7][C:6]=2[N+:14]([O-:16])=[O:15])[CH2:2][CH2:3]1. (4) The product is: [CH2:2]([N:4]([CH2:10][CH3:11])[C@H:5]1[CH2:8][C@@H:7]([OH:9])[CH2:6]1)[CH3:3]. Given the reactants Cl.[CH2:2]([N:4]([CH2:10][CH3:11])[C@H:5]1[CH2:8][C@@H:7]([OH:9])[CH2:6]1)[CH3:3].[OH-].[Na+], predict the reaction product. (5) Given the reactants [CH:1]1([CH:7]([NH:22][C:23]2[CH:24]=[N:25][C:26]([N:29]3[CH:33]=[C:32]([C:34]([F:37])([F:36])[F:35])[CH:31]=[N:30]3)=[CH:27][CH:28]=2)[C:8]2[CH:21]=[CH:20][C:11]([C:12]([NH:14][CH2:15][CH2:16][C:17]([OH:19])=[O:18])=[O:13])=[CH:10][CH:9]=2)[CH2:6][CH2:5][CH2:4][CH2:3][CH2:2]1.C(O)C.[CH:41]([NH2:44])([CH3:43])[CH3:42], predict the reaction product. The product is: [CH:1]1([CH:7]([NH:22][C:23]2[CH:24]=[N:25][C:26]([N:29]3[CH:33]=[C:32]([C:34]([F:35])([F:36])[F:37])[CH:31]=[N:30]3)=[CH:27][CH:28]=2)[C:8]2[CH:9]=[CH:10][C:11]([C:12]([NH:14][CH2:15][CH2:16][C:17]([OH:19])=[O:18])=[O:13])=[CH:20][CH:21]=2)[CH2:6][CH2:5][CH2:4][CH2:3][CH2:2]1.[CH:41]([NH3+:44])([CH3:43])[CH3:42]. (6) Given the reactants [F:1][C:2]1[CH:31]=[CH:30][C:5]2[N:6]=[C:7]([NH:9][C:10]3[CH:15]=[CH:14][C:13]([C:16]4[C:20]([C:21]([OH:23])=O)=[C:19]([C:24]5[CH:29]=[CH:28][CH:27]=[CH:26][CH:25]=5)[O:18][N:17]=4)=[CH:12][CH:11]=3)[S:8][C:4]=2[CH:3]=1.Cl.[CH3:33][O:34][C:35](=[O:41])[C@@H:36]([NH2:40])[CH2:37][O:38][CH3:39].[K+].[Br-], predict the reaction product. The product is: [CH3:33][O:34][C:35](=[O:41])[C@@H:36]([NH:40][C:21]([C:20]1[C:16]([C:13]2[CH:12]=[CH:11][C:10]([NH:9][C:7]3[S:8][C:4]4[CH:3]=[C:2]([F:1])[CH:31]=[CH:30][C:5]=4[N:6]=3)=[CH:15][CH:14]=2)=[N:17][O:18][C:19]=1[C:24]1[CH:25]=[CH:26][CH:27]=[CH:28][CH:29]=1)=[O:23])[CH2:37][O:38][CH3:39]. (7) The product is: [CH2:1]([C:5]1[N:6]([CH2:18][CH2:19][CH2:20][CH:21]([C:23]2[CH:28]=[CH:27][CH:26]=[CH:25][CH:24]=2)[OH:22])[C:7]2[C:16]3[CH:15]=[CH:14][CH:13]=[CH:12][C:11]=3[N:10]=[CH:9][C:8]=2[N:17]=1)[CH2:2][CH2:3][CH3:4]. Given the reactants [CH2:1]([C:5]1[N:6]([CH2:18][CH2:19][CH2:20][CH:21]=[O:22])[C:7]2[C:16]3[CH:15]=[CH:14][CH:13]=[CH:12][C:11]=3[N:10]=[CH:9][C:8]=2[N:17]=1)[CH2:2][CH2:3][CH3:4].[C:23]1([Mg]Br)[CH:28]=[CH:27][CH:26]=[CH:25][CH:24]=1, predict the reaction product.